The task is: Predict the reaction yield, written as a fraction of the theoretical maximum amount of product (1.0 means a 100% yield; for example, 0.34 means a 34% yield).. This data is from Reaction yield outcomes from USPTO patents with 853,638 reactions. (1) The reactants are [Br:1][C:2]1[CH:3]=[C:4]2[C:8](=[CH:9][CH:10]=1)[NH:7][CH:6]=[C:5]2/[C:11](/[C:23]#[N:24])=[CH:12]/[C:13]1[CH:14]=[C:15]([CH:18]=[CH:19][C:20]=1[O:21]C)[C:16]#[N:17].[Li+].[Cl-].C1(C)C=CC(S(O)(=O)=O)=CC=1. The catalyst is CN1C(=O)CCC1. The product is [Br:1][C:2]1[CH:3]=[C:4]2[C:8](=[CH:9][CH:10]=1)[NH:7][CH:6]=[C:5]2/[C:11](/[C:23]#[N:24])=[CH:12]/[C:13]1[CH:14]=[C:15]([CH:18]=[CH:19][C:20]=1[OH:21])[C:16]#[N:17]. The yield is 0.520. (2) The reactants are [Br:1][C:2]1[N:7]=[CH:6][C:5]([C:8]2[C:12]3[CH2:13][C:14]4[S:15][CH:16]=[CH:17][C:18]=4[C:11]=3[NH:10][N:9]=2)=[CH:4][CH:3]=1.[Br:19]Br. The catalyst is C(O)(=O)C. The product is [Br:19][C:16]1[S:15][C:14]2[CH2:13][C:12]3[C:8]([C:5]4[CH:6]=[N:7][C:2]([Br:1])=[CH:3][CH:4]=4)=[N:9][NH:10][C:11]=3[C:18]=2[CH:17]=1. The yield is 0.950. (3) No catalyst specified. The reactants are [CH3:1][O:2][C:3]1[CH:4]=[C:5]2[C:10](=[CH:11][C:12]=1[O:13][CH3:14])[N:9]=[CH:8][N:7]=[C:6]2[O:15][C:16]1[CH:17]=[C:18]([CH:20]=[CH:21][CH:22]=1)[NH2:19].[F:23][C:24]([C:27]1[CH:31]=[C:30]([NH:32][C:33](=O)[O:34]C2C=CC=CC=2)[O:29][N:28]=1)([CH3:26])[CH3:25].COC1C=C2C(=CC=1OC)N=CN=C2OC1C=C(NC(NC2ON=C(C(C)C)C=2)=O)C=CC=1. The yield is 0.450. The product is [CH3:1][O:2][C:3]1[CH:4]=[C:5]2[C:10](=[CH:11][C:12]=1[O:13][CH3:14])[N:9]=[CH:8][N:7]=[C:6]2[O:15][C:16]1[CH:17]=[C:18]([NH:19][C:33]([NH:32][C:30]2[O:29][N:28]=[C:27]([C:24]([F:23])([CH3:25])[CH3:26])[CH:31]=2)=[O:34])[CH:20]=[CH:21][CH:22]=1. (4) The reactants are O[C:2]1[CH:7]=[CH:6][C:5]([C:8]2[O:9][C:10]3[C:15]([C:16](=[O:18])[CH:17]=2)=[CH:14][CH:13]=[CH:12][CH:11]=3)=[CH:4][CH:3]=1.[CH3:19][C:20]([O:22]C(C)=O)=[O:21].CCN(CC)CC.O. The catalyst is CN(C1C=CN=CC=1)C.C(Cl)Cl. The product is [O:18]=[C:16]1[C:15]2[C:10](=[CH:11][CH:12]=[CH:13][CH:14]=2)[O:9][C:8]([C:5]2[CH:6]=[CH:7][C:2]([CH2:19][C:20]([OH:22])=[O:21])=[CH:3][CH:4]=2)=[CH:17]1.[C:20]([OH:22])(=[O:21])[CH3:19]. The yield is 0.910. (5) The reactants are [Br:1][C:2]1[CH:10]=[CH:9][CH:8]=[CH:7][C:3]=1[C:4]([OH:6])=[O:5].[Cl:11][S:12](O)(=[O:14])=[O:13]. No catalyst specified. The product is [Br:1][C:2]1[CH:10]=[CH:9][C:8]([S:12]([Cl:11])(=[O:14])=[O:13])=[CH:7][C:3]=1[C:4]([OH:6])=[O:5]. The yield is 0.850. (6) The reactants are [CH3:1][C:2]1[N:7]=[CH:6][C:5]([CH2:8][C:9]#[N:10])=[CH:4][N:3]=1.Br[CH2:12][CH2:13][O:14][CH2:15][CH2:16]Br.CC([O-])(C)C.[K+]. The catalyst is O1CCOCC1. The product is [CH3:1][C:2]1[N:7]=[CH:6][C:5]([C:8]2([C:9]#[N:10])[CH2:16][CH2:15][O:14][CH2:13][CH2:12]2)=[CH:4][N:3]=1. The yield is 0.905.